This data is from Full USPTO retrosynthesis dataset with 1.9M reactions from patents (1976-2016). The task is: Predict the reactants needed to synthesize the given product. (1) Given the product [Br:17][C:11]1[S:12][C:13]([CH3:16])=[C:14]([CH3:15])[C:10]=1[C:8]([C:5]1[CH:4]=[CH:3][C:2]([Cl:1])=[CH:7][CH:6]=1)=[O:9], predict the reactants needed to synthesize it. The reactants are: [Cl:1][C:2]1[CH:7]=[CH:6][C:5]([C:8]([C:10]2[C:14]([CH3:15])=[C:13]([CH3:16])[S:12][CH:11]=2)=[O:9])=[CH:4][CH:3]=1.[Br:17]N1C(=O)CCC1=O. (2) Given the product [C:1]([CH:5]1[N:14]2[C:9](=[CH:10][C:11](=[O:20])[C:12]([C:15]([OH:17])=[O:16])=[CH:13]2)[C:8]2[CH:21]=[C:22]([O:31][CH3:32])[C:23]([O:25][CH2:26][C:27]#[C:28][CH2:29][OH:30])=[CH:24][C:7]=2[CH2:6]1)([CH3:4])([CH3:2])[CH3:3], predict the reactants needed to synthesize it. The reactants are: [C:1]([CH:5]1[N:14]2[C:9](=[CH:10][C:11](=[O:20])[C:12]([C:15]([O:17]CC)=[O:16])=[CH:13]2)[C:8]2[CH:21]=[C:22]([O:31][CH3:32])[C:23]([O:25][CH2:26][C:27]#[C:28][CH2:29][OH:30])=[CH:24][C:7]=2[CH2:6]1)([CH3:4])([CH3:3])[CH3:2].CO.O[Li].O.Cl. (3) Given the product [N-:1]=[C:10]=[O:16].[N-:1]=[C:10]=[O:16].[C:22]1([CH2:28][C:6]2[CH:5]=[CH:13][CH:12]=[CH:11][CH:10]=2)[CH:27]=[CH:26][CH:25]=[CH:24][CH:23]=1, predict the reactants needed to synthesize it. The reactants are: [NH:1]([CH2:5][CH2:6]O)CCO.II.[C:10]1(=[O:16])O[C:13](=O)[CH:12]=[CH:11]1.S(=O)(=O)(O)O.[C:22]1([CH3:28])[CH:27]=[CH:26][CH:25]=[CH:24][CH:23]=1. (4) Given the product [Br:1][C:2]1[CH:7]=[C:6]([C:8]2([CH:11]=[O:24])[CH2:10][CH2:9]2)[CH:5]=[CH:4][N:3]=1, predict the reactants needed to synthesize it. The reactants are: [Br:1][C:2]1[CH:7]=[C:6]([C:8]2([C:11]#N)[CH2:10][CH2:9]2)[CH:5]=[CH:4][N:3]=1.CC(C[AlH]CC(C)C)C.C(OCC)(=[O:24])C.OS(O)(=O)=O. (5) The reactants are: FC(F)(F)C(O)=O.[O:8]1[CH2:13][CH2:12][N:11]([C:14]2[C:15]3[N:16]([C:20]([C:35]4[CH:43]=[CH:42][C:38]([C:39]([OH:41])=O)=[CH:37][CH:36]=4)=[C:21](/[CH:23]=[CH:24]/[C:25]4[CH:34]=[CH:33][C:32]5[C:27](=[CH:28][CH:29]=[CH:30][CH:31]=5)[N:26]=4)[N:22]=3)[N:17]=[CH:18][CH:19]=2)[CH2:10][CH2:9]1.[NH2:44][CH2:45][CH2:46][C:47]([O:49][CH3:50])=[O:48].CN(C(ON1N=NC2C=CC=NC1=2)=[N+](C)C)C.F[P-](F)(F)(F)(F)F.CCN(C(C)C)C(C)C. Given the product [O:8]1[CH2:13][CH2:12][N:11]([C:14]2[C:15]3[N:16]([C:20]([C:35]4[CH:36]=[CH:37][C:38]([C:39]([NH:44][CH2:45][CH2:46][C:47]([O:49][CH3:50])=[O:48])=[O:41])=[CH:42][CH:43]=4)=[C:21](/[CH:23]=[CH:24]/[C:25]4[CH:34]=[CH:33][C:32]5[C:27](=[CH:28][CH:29]=[CH:30][CH:31]=5)[N:26]=4)[N:22]=3)[N:17]=[CH:18][CH:19]=2)[CH2:10][CH2:9]1, predict the reactants needed to synthesize it.